This data is from Reaction yield outcomes from USPTO patents with 853,638 reactions. The task is: Predict the reaction yield, written as a fraction of the theoretical maximum amount of product (1.0 means a 100% yield; for example, 0.34 means a 34% yield). (1) The reactants are Cl[C:2]1[N:7]=[C:6]2[N:8]([CH:11]3[CH2:16][CH2:15][CH2:14][CH2:13][O:12]3)[N:9]=[CH:10][C:5]2=[C:4]([C:17]2[CH:18]=[C:19]([NH:23][C:24](=[O:27])[CH:25]=[CH2:26])[CH:20]=[CH:21][CH:22]=2)[N:3]=1.[NH2:28][C:29]1[CH:30]=[CH:31][C:32]([N:36]2[CH2:41][CH2:40][O:39][CH2:38][CH2:37]2)=[C:33]([OH:35])[CH:34]=1.C(=O)([O-])[O-].[K+].[K+].C1(P(C2C=CC=CC=2)C2C3OC4C(=CC=CC=4P(C4C=CC=CC=4)C4C=CC=CC=4)C(C)(C)C=3C=CC=2)C=CC=CC=1. The catalyst is CC(O)(C)C.C1C=CC(/C=C/C(/C=C/C2C=CC=CC=2)=O)=CC=1.C1C=CC(/C=C/C(/C=C/C2C=CC=CC=2)=O)=CC=1.C1C=CC(/C=C/C(/C=C/C2C=CC=CC=2)=O)=CC=1.[Pd].[Pd]. The product is [OH:35][C:33]1[CH:34]=[C:29]([NH:28][C:2]2[N:7]=[C:6]3[N:8]([CH:11]4[CH2:16][CH2:15][CH2:14][CH2:13][O:12]4)[N:9]=[CH:10][C:5]3=[C:4]([C:17]3[CH:18]=[C:19]([NH:23][C:24](=[O:27])[CH:25]=[CH2:26])[CH:20]=[CH:21][CH:22]=3)[N:3]=2)[CH:30]=[CH:31][C:32]=1[N:36]1[CH2:37][CH2:38][O:39][CH2:40][CH2:41]1. The yield is 0.283. (2) The reactants are [CH:1]1([N:4](CC2C=CC(OC)=CC=2)[C:5]2[C:6]3[N:7]([C:23]([C:26]#[N:27])=[CH:24][N:25]=3)[N:8]=[C:9]([NH:11][C:12]3[CH:17]=[CH:16][C:15]([N:18]([CH2:21][CH3:22])[CH2:19][CH3:20])=[CH:14][CH:13]=3)[CH:10]=2)[CH2:3][CH2:2]1.C(O)(C(F)(F)F)=O.CO. The catalyst is C(Cl)Cl. The product is [CH:1]1([NH:4][C:5]2[C:6]3[N:7]([C:23]([C:26]#[N:27])=[CH:24][N:25]=3)[N:8]=[C:9]([NH:11][C:12]3[CH:13]=[CH:14][C:15]([N:18]([CH2:21][CH3:22])[CH2:19][CH3:20])=[CH:16][CH:17]=3)[CH:10]=2)[CH2:3][CH2:2]1. The yield is 0.221.